From a dataset of Forward reaction prediction with 1.9M reactions from USPTO patents (1976-2016). Predict the product of the given reaction. (1) Given the reactants [CH2:1]([O:3][C:4](=[O:24])[C:5]([O:21][CH2:22][CH3:23])=[CH:6][C:7]1[CH:12]=[CH:11][CH:10]=[C:9]([O:13]CC2C=CC=CC=2)[CH:8]=1)[CH3:2], predict the reaction product. The product is: [CH2:1]([O:3][C:4](=[O:24])[CH:5]([O:21][CH2:22][CH3:23])[CH2:6][C:7]1[CH:12]=[CH:11][CH:10]=[C:9]([OH:13])[CH:8]=1)[CH3:2]. (2) Given the reactants Br[C:2]1[CH:3]=[CH:4][C:5]([CH2:8][C:9]2[CH:10]=[C:11]([C:20]([NH:22][C@H:23]3[CH2:28][CH2:27][CH2:26][CH2:25][C@@H:24]3[OH:29])=[O:21])[C:12](=[O:19])[N:13]3[C:18]=2[CH:17]=[CH:16][CH:15]=[CH:14]3)=[N:6][CH:7]=1.[NH:30]1[CH:34]=[CH:33][CH:32]=[N:31]1.C(=O)([O-])[O-].[Cs+].[Cs+].CN(C)[C@@H]1CCCC[C@H]1N, predict the reaction product. The product is: [OH:29][C@H:24]1[CH2:25][CH2:26][CH2:27][CH2:28][C@@H:23]1[NH:22][C:20]([C:11]1[C:12](=[O:19])[N:13]2[C:18]([CH:17]=[CH:16][CH:15]=[CH:14]2)=[C:9]([CH2:8][C:5]2[CH:4]=[CH:3][C:2]([N:30]3[CH:34]=[CH:33][CH:32]=[N:31]3)=[CH:7][N:6]=2)[CH:10]=1)=[O:21]. (3) Given the reactants [Br:1][C:2]1[CH:7]=[CH:6][C:5]([C@H:8]([NH2:10])[CH3:9])=[CH:4][CH:3]=1.N1C=CC=CC=1.[S:17](Cl)([CH3:20])(=[O:19])=[O:18], predict the reaction product. The product is: [Br:1][C:2]1[CH:7]=[CH:6][C:5]([C@H:8]([NH:10][S:17]([CH3:20])(=[O:19])=[O:18])[CH3:9])=[CH:4][CH:3]=1.